The task is: Predict the product of the given reaction.. This data is from Forward reaction prediction with 1.9M reactions from USPTO patents (1976-2016). (1) The product is: [Br:1][C:2]1[CH:3]=[CH:4][C:5]2[N:6]([C:8]([C:19]3[CH:20]=[CH:21][C:16]([S:13]([CH3:12])(=[O:15])=[O:14])=[CH:17][CH:18]=3)=[CH:9][N:10]=2)[CH:7]=1. Given the reactants [Br:1][C:2]1[CH:3]=[CH:4][C:5]2[N:6]([C:8](I)=[CH:9][N:10]=2)[CH:7]=1.[CH3:12][S:13]([C:16]1[CH:21]=[CH:20][C:19](B(O)O)=[CH:18][CH:17]=1)(=[O:15])=[O:14], predict the reaction product. (2) Given the reactants [F:1][CH:2]([F:26])[O:3][C:4]1[CH:5]=[C:6]([C:14]([C:16]2[C:24]3[C:19](=[N:20][CH:21]=[C:22](Br)[CH:23]=3)[NH:18][CH:17]=2)=[O:15])[CH:7]=[C:8]([O:10][CH:11]([F:13])[F:12])[CH:9]=1.[C:27]1(B(O)O)[CH:32]=[CH:31][CH:30]=[CH:29][CH:28]=1.C(=O)([O-])[O-].[K+].[K+], predict the reaction product. The product is: [F:1][CH:2]([F:26])[O:3][C:4]1[CH:5]=[C:6]([C:14]([C:16]2[C:24]3[C:19](=[N:20][CH:21]=[C:22]([C:27]4[CH:32]=[CH:31][CH:30]=[CH:29][CH:28]=4)[CH:23]=3)[NH:18][CH:17]=2)=[O:15])[CH:7]=[C:8]([O:10][CH:11]([F:13])[F:12])[CH:9]=1. (3) The product is: [C:1]([O:5][C:6]([N:8]1[CH2:13][CH2:12][CH2:11][C@H:10]([C:14]2[O:19][N:18]=[C:17]([Br:16])[N:15]=2)[CH2:9]1)=[O:7])([CH3:4])([CH3:2])[CH3:3]. Given the reactants [C:1]([O:5][C:6]([N:8]1[CH2:13][CH2:12][CH2:11][C@H:10]([C:14]#[N:15])[CH2:9]1)=[O:7])([CH3:4])([CH3:3])[CH3:2].[Br:16][C:17](Br)=[N:18][OH:19], predict the reaction product.